This data is from Forward reaction prediction with 1.9M reactions from USPTO patents (1976-2016). The task is: Predict the product of the given reaction. (1) Given the reactants [Cl:1][C:2]1[CH:3]=[CH:4][C:5]([O:31][CH3:32])=[C:6]([NH:8][C:9](=[O:30])[CH2:10][N:11]2[C:15]3[CH2:16][N:17]([CH2:20][C:21](OCC)=[O:22])[CH2:18][CH2:19][C:14]=3[C:13]([C:26]([F:29])([F:28])[F:27])=[N:12]2)[CH:7]=1.[CH3:33][NH2:34], predict the reaction product. The product is: [Cl:1][C:2]1[CH:3]=[CH:4][C:5]([O:31][CH3:32])=[C:6]([NH:8][C:9](=[O:30])[CH2:10][N:11]2[C:15]3[CH2:16][N:17]([CH2:20][C:21]([NH:34][CH3:33])=[O:22])[CH2:18][CH2:19][C:14]=3[C:13]([C:26]([F:29])([F:27])[F:28])=[N:12]2)[CH:7]=1. (2) Given the reactants [C:1]([C:3]1[CH:8]=[CH:7][C:6]([F:9])=[CH:5][N+:4]=1[O-])#[N:2].[C:11]([O:14]C(=O)C)(=[O:13])[CH3:12], predict the reaction product. The product is: [C:11]([O:14][C:5]1[C:6]([F:9])=[CH:7][CH:8]=[C:3]([C:1]#[N:2])[N:4]=1)(=[O:13])[CH3:12]. (3) Given the reactants Br[CH2:2][CH2:3][CH:4]1[O:8][CH2:7][CH2:6][O:5]1.[CH:9]1([C:18]#[N:19])[C:17]2[C:12](=[CH:13][CH:14]=[CH:15][CH:16]=2)[CH2:11][CH2:10]1.[Li+].C[Si]([N-][Si](C)(C)C)(C)C, predict the reaction product. The product is: [O:5]1[CH2:6][CH2:7][O:8][CH:4]1[CH2:3][CH2:2][C:9]1([C:18]#[N:19])[C:17]2[C:12](=[CH:13][CH:14]=[CH:15][CH:16]=2)[CH2:11][CH2:10]1. (4) Given the reactants C([O:8][C:9]([C:11]1[CH:16]=[C:15]([C:17]([O:19]CC2C=CC=CC=2)=[O:18])[CH:14]=[C:13]([C:27]([O:29]CC2C=CC=CC=2)=[O:28])[C:12]=1[O:37][CH2:38][C:39]1[CH:44]=[CH:43][CH:42]=[CH:41][CH:40]=1)=[O:10])C1C=CC=CC=1.[OH-].[Na+], predict the reaction product. The product is: [CH2:38]([O:37][C:12]1[C:11]([C:9]([OH:10])=[O:8])=[CH:16][C:15]([C:17]([OH:19])=[O:18])=[CH:14][C:13]=1[C:27]([OH:29])=[O:28])[C:39]1[CH:40]=[CH:41][CH:42]=[CH:43][CH:44]=1. (5) Given the reactants [C:1]([OH:10])(=[O:9])[C@@H:2]([C@H:4]([C:6]([OH:8])=[O:7])[OH:5])[OH:3], predict the reaction product. The product is: [C@H:2]([OH:3])([C:1]([OH:10])=[O:9])[C@H:4]([OH:5])[C:6]([OH:8])=[O:7].[C:1]([OH:10])(=[O:9])[CH:2]([CH:4]([C:6]([OH:8])=[O:7])[OH:5])[OH:3]. (6) Given the reactants C[Si](C)(C)CCOC[O:7][CH2:8][C:9]1[N:10]=[C:11]([C:14]2[O:18][C:17]([C:19]([OH:22])([CH3:21])[CH3:20])=[N:16][N:15]=2)[S:12][CH:13]=1.Br[C:26]1[CH:31]=[CH:30][C:29]([S:32]([NH:35][C@@H:36]([CH2:41][CH3:42])[C:37]([F:40])([F:39])[F:38])(=[O:34])=[O:33])=[C:28]([Cl:43])[C:27]=1[Cl:44].P(C1CCCCC1)(C1CCCCC1)C1CCCCC1.[H+].[B-](F)(F)(F)F.C(O)(=O)C(C)(C)C.C([O-])([O-])=O.[K+].[K+], predict the reaction product. The product is: [Cl:43][C:28]1[C:27]([Cl:44])=[C:26]([C:13]2[S:12][C:11]([C:14]3[O:18][C:17]([C:19]([OH:22])([CH3:20])[CH3:21])=[N:16][N:15]=3)=[N:10][C:9]=2[CH2:8][OH:7])[CH:31]=[CH:30][C:29]=1[S:32]([NH:35][C@@H:36]([CH2:41][CH3:42])[C:37]([F:40])([F:38])[F:39])(=[O:34])=[O:33].